Dataset: Full USPTO retrosynthesis dataset with 1.9M reactions from patents (1976-2016). Task: Predict the reactants needed to synthesize the given product. Given the product [CH:1]([O:5][C:6]1[CH:7]=[C:8]([CH:26]=[CH:27][CH:28]=1)[CH2:9][C:10]1[C:19]2[C:14](=[CH:15][C:16]([O:22][CH3:23])=[C:17]([O:20][CH3:21])[CH:18]=2)[C:13]([CH2:24][C:29]#[N:30])=[CH:12][N:11]=1)([CH2:3][CH3:4])[CH3:2], predict the reactants needed to synthesize it. The reactants are: [CH:1]([O:5][C:6]1[CH:7]=[C:8]([CH:26]=[CH:27][CH:28]=1)[CH2:9][C:10]1[C:19]2[C:14](=[CH:15][C:16]([O:22][CH3:23])=[C:17]([O:20][CH3:21])[CH:18]=2)[C:13]([CH2:24]Cl)=[CH:12][N:11]=1)([CH2:3][CH3:4])[CH3:2].[C-:29]#[N:30].[Na+].C(OCC)(=O)C.CCCCCC.